Dataset: Reaction yield outcomes from USPTO patents with 853,638 reactions. Task: Predict the reaction yield, written as a fraction of the theoretical maximum amount of product (1.0 means a 100% yield; for example, 0.34 means a 34% yield). (1) The reactants are [CH3:1][O:2][CH2:3][CH2:4][O:5][CH2:6][N:7]1[CH:11]=[CH:10][CH:9]=[N:8]1.C([Li])CCC.[CH2:17]([O:24][C@@H:25]1[CH2:31][CH2:30][C@@H:29]2[C@@H:27]([O:28]2)[CH2:26]1)[C:18]1[CH:23]=[CH:22][CH:21]=[CH:20][CH:19]=1.C(=O)([O-])O.[Na+]. The catalyst is C1COCC1. The product is [CH2:17]([O:24][C@H:25]1[CH2:26][C@H:27]([OH:28])[C@@H:29]([C:11]2[N:7]([CH2:6][O:5][CH2:4][CH2:3][O:2][CH3:1])[N:8]=[CH:9][CH:10]=2)[CH2:30][CH2:31]1)[C:18]1[CH:23]=[CH:22][CH:21]=[CH:20][CH:19]=1. The yield is 0.550. (2) The reactants are [CH2:1]([C:8]1[C:20](=[O:21])[N:19]([CH:22]2[CH2:26][CH2:25][CH2:24][CH2:23]2)[C:11]2[N:12]=[C:13](S(C)=O)[N:14]=[CH:15][C:10]=2[CH:9]=1)[C:2]1[CH:7]=[CH:6][CH:5]=[CH:4][CH:3]=1.[C:27]([O:31][C:32]([N:34]1[CH2:39][CH2:38][N:37]([C:40]2[CH:41]=[N:42][C:43]([NH2:46])=[CH:44][CH:45]=2)[CH2:36][CH2:35]1)=[O:33])([CH3:30])([CH3:29])[CH3:28]. The catalyst is C1(C)C=CC=CC=1. The product is [C:27]([O:31][C:32]([N:34]1[CH2:39][CH2:38][N:37]([C:40]2[CH:41]=[N:42][C:43]([NH:46][C:13]3[N:14]=[CH:15][C:10]4[CH:9]=[C:8]([CH2:1][C:2]5[CH:7]=[CH:6][CH:5]=[CH:4][CH:3]=5)[C:20](=[O:21])[N:19]([CH:22]5[CH2:26][CH2:25][CH2:24][CH2:23]5)[C:11]=4[N:12]=3)=[CH:44][CH:45]=2)[CH2:36][CH2:35]1)=[O:33])([CH3:30])([CH3:28])[CH3:29]. The yield is 0.198. (3) The reactants are [S:1]1[CH2:5][CH2:4][N:3]=[C:2]1[NH:6][C:7]([C:9]1[CH:10]=[C:11](B(O)O)[CH:12]=[CH:13][CH:14]=1)=[O:8].I[C:19]1[C:27]2[C:22](=[N:23][CH:24]=[N:25][C:26]=2[NH2:28])[N:21]([CH:29]([CH3:31])[CH3:30])[N:20]=1.C([O-])([O-])=O.[Na+].[Na+]. The catalyst is CCO.COCCOC.C1C=CC([P]([Pd]([P](C2C=CC=CC=2)(C2C=CC=CC=2)C2C=CC=CC=2)([P](C2C=CC=CC=2)(C2C=CC=CC=2)C2C=CC=CC=2)[P](C2C=CC=CC=2)(C2C=CC=CC=2)C2C=CC=CC=2)(C2C=CC=CC=2)C2C=CC=CC=2)=CC=1. The product is [NH2:28][C:26]1[N:25]=[CH:24][N:23]=[C:22]2[N:21]([CH:29]([CH3:31])[CH3:30])[N:20]=[C:19]([C:11]3[CH:10]=[C:9]([CH:14]=[CH:13][CH:12]=3)[C:7]([NH:6][C:2]3[S:1][CH2:5][CH2:4][N:3]=3)=[O:8])[C:27]=12. The yield is 0.670. (4) The reactants are [CH3:1][NH:2][C@@H:3]([CH3:6])[CH2:4][OH:5].[Cl:7][C:8]1[N:13]=[C:12]([Cl:14])[CH:11]=[C:10](Cl)[N:9]=1.C(N(CC)CC)C. The catalyst is C(#N)C. The product is [Cl:7][C:8]1[N:9]=[C:10]([N:2]([CH3:1])[C@@H:3]([CH3:6])[CH2:4][OH:5])[CH:11]=[C:12]([Cl:14])[N:13]=1. The yield is 0.457. (5) The reactants are C(N(CC)CC)C.[Br:8][C:9]1[CH:10]=[N:11][CH:12]=[C:13]([C:15]#[CH:16])[CH:14]=1.I[C:18]1[CH:23]=[CH:22][CH:21]=[C:20]([C:24]([F:27])([F:26])[F:25])[CH:19]=1. The catalyst is C(OCC)(=O)C.[Cu]I.C1(C=CC=CC=1)[P](C1C=CC=CC=1)(C1C=CC=CC=1)[Pd][P](C1C=CC=CC=1)(C1C=CC=CC=1)C1C=CC=CC=1. The product is [Br:8][C:9]1[CH:10]=[N:11][CH:12]=[C:13]([C:15]#[C:16][C:18]2[CH:23]=[CH:22][CH:21]=[C:20]([C:24]([F:27])([F:26])[F:25])[CH:19]=2)[CH:14]=1. The yield is 0.610.